This data is from Reaction yield outcomes from USPTO patents with 853,638 reactions. The task is: Predict the reaction yield, written as a fraction of the theoretical maximum amount of product (1.0 means a 100% yield; for example, 0.34 means a 34% yield). (1) The yield is 0.200. The reactants are [C:1]([O:11][CH2:12][CH3:13])(=[O:10])[CH:2]=[CH:3][CH2:4][C:5]([O:7][CH2:8][CH3:9])=[O:6].[Cl:14][C:15]1[CH:16]=[C:17](I)[CH:18]=[CH:19][CH:20]=1.C([O-])(=O)C.[Na+].O. The catalyst is CN(C=O)C.C([O-])(=O)C.[Pd+2].C([O-])(=O)C. The product is [Cl:14][C:15]1[CH:20]=[C:19](/[C:3](/[CH2:4][C:5]([O:7][CH2:8][CH3:9])=[O:6])=[CH:2]/[C:1]([O:11][CH2:12][CH3:13])=[O:10])[CH:18]=[CH:17][CH:16]=1. (2) The reactants are [CH3:1][O:2][C:3]1[CH:11]=[CH:10][C:6]([C@@H:7]([NH2:9])[CH3:8])=[CH:5][CH:4]=1.[Cl:12][C:13]1[CH:18]=[N:17][CH:16]=[C:15](Cl)[N:14]=1. No catalyst specified. The product is [Cl:12][C:13]1[N:14]=[C:15]([NH:9][C@H:7]([C:6]2[CH:10]=[CH:11][C:3]([O:2][CH3:1])=[CH:4][CH:5]=2)[CH3:8])[CH:16]=[N:17][CH:18]=1. The yield is 0.790. (3) The yield is 0.420. The reactants are [CH3:1][C:2](=[CH:8][C:9]1[CH:14]=[CH:13][C:12]([CH3:15])=[CH:11][CH:10]=1)[C:3](OCC)=[O:4].[Cl-].[Ce+3].[Cl-].[Cl-].[H-].[Al+3].[Li+].[H-].[H-].[H-].O. The catalyst is O1CCCC1. The product is [CH3:1][C:2](=[CH:8][C:9]1[CH:10]=[CH:11][C:12]([CH3:15])=[CH:13][CH:14]=1)[CH2:3][OH:4]. (4) The catalyst is C1(C)C=CC=CC=1.C(=O)([O-])[O-].[Ag+2]. The product is [Br:1][C:2]1[C:3]([O:12][CH:14]([CH3:16])[CH3:15])=[N:4][CH:5]=[C:6]([CH:11]=1)[C:7]([O:9][CH3:10])=[O:8]. The reactants are [Br:1][C:2]1[C:3]([OH:12])=[N:4][CH:5]=[C:6]([CH:11]=1)[C:7]([O:9][CH3:10])=[O:8].I[CH:14]([CH3:16])[CH3:15]. The yield is 1.02. (5) The reactants are Br.Br[CH2:3][C:4]([C:6]1[CH:7]=[N:8][CH:9]=[CH:10][CH:11]=1)=[O:5].[CH2:12]([NH:15][CH2:16][CH:17]=[CH2:18])[CH:13]=[CH2:14].C(N(C(C)C)CC)(C)C. The catalyst is O1CCCC1. The product is [CH2:12]([N:15]([CH2:16][CH:17]=[CH2:18])[CH2:3][C:4]([C:6]1[CH:7]=[N:8][CH:9]=[CH:10][CH:11]=1)=[O:5])[CH:13]=[CH2:14]. The yield is 0.930. (6) The reactants are C[Al](C)C.[F:5][C:6]([F:10])([F:9])[CH2:7][NH2:8].C[O:12][C:13](=O)[C:14]1[CH:19]=[CH:18][C:17]([O:20][CH2:21][C:22]2[C:23]([C:28]3[CH:33]=[CH:32][CH:31]=[CH:30][C:29]=3[F:34])=[N:24][O:25][C:26]=2[CH3:27])=[N:16][CH:15]=1.O. The catalyst is O1CCOCC1. The product is [F:34][C:29]1[CH:30]=[CH:31][CH:32]=[CH:33][C:28]=1[C:23]1[C:22]([CH2:21][O:20][C:17]2[CH:18]=[CH:19][C:14]([C:13]([NH:8][CH2:7][C:6]([F:10])([F:9])[F:5])=[O:12])=[CH:15][N:16]=2)=[C:26]([CH3:27])[O:25][N:24]=1. The yield is 0.880.